This data is from Forward reaction prediction with 1.9M reactions from USPTO patents (1976-2016). The task is: Predict the product of the given reaction. Given the reactants [Cl:1][C:2]1[CH:3]=[CH:4][CH:5]=[C:6]2[C:11]=1[O:10][C:9](=[O:12])[CH:8]=[CH:7]2.CC(O[K])=O.[Br:18]Br.O, predict the reaction product. The product is: [Br:18][C:8]1[C:9](=[O:12])[O:10][C:11]2[C:6]([CH:7]=1)=[CH:5][CH:4]=[CH:3][C:2]=2[Cl:1].